Task: Predict the product of the given reaction.. Dataset: Forward reaction prediction with 1.9M reactions from USPTO patents (1976-2016) Given the reactants [NH2:1][C:2]1[C:3]([Cl:12])=[N:4][CH:5]=[C:6]([CH:11]=1)[C:7]([O:9][CH3:10])=[O:8].[CH3:13][O:14][CH2:15][C:16](Cl)=[O:17], predict the reaction product. The product is: [Cl:12][C:3]1[C:2]([NH:1][C:16](=[O:17])[CH2:15][O:14][CH3:13])=[CH:11][C:6]([C:7]([O:9][CH3:10])=[O:8])=[CH:5][N:4]=1.